This data is from Full USPTO retrosynthesis dataset with 1.9M reactions from patents (1976-2016). The task is: Predict the reactants needed to synthesize the given product. Given the product [CH3:3][C:4]1[CH:5]=[C:6]([CH:20]=[CH:21][C:22]=1[CH3:23])[C:7]([CH:9]1[C:18](=[O:19])[C:17]2[C:12](=[CH:13][CH:14]=[CH:15][CH:16]=2)[N:11]([CH2:24][C:25]2[CH:32]=[CH:31][CH:30]=[C:27]([CH3:28])[CH:26]=2)[CH2:10]1)=[O:8], predict the reactants needed to synthesize it. The reactants are: [H-].[Na+].[CH3:3][C:4]1[CH:5]=[C:6]([CH:20]=[CH:21][C:22]=1[CH3:23])[C:7]([C:9]1[C:18](=[O:19])[C:17]2[C:12](=[CH:13][CH:14]=[CH:15][CH:16]=2)[NH:11][CH:10]=1)=[O:8].[CH3:24][C:25]1[CH:26]=[C:27]([CH:30]=[CH:31][CH:32]=1)[CH2:28]Br.